The task is: Regression. Given a peptide amino acid sequence and an MHC pseudo amino acid sequence, predict their binding affinity value. This is MHC class II binding data.. This data is from Peptide-MHC class II binding affinity with 134,281 pairs from IEDB. The peptide sequence is KSRFFIWSQEVPLLT. The MHC is DRB1_0701 with pseudo-sequence DRB1_0701. The binding affinity (normalized) is 0.967.